From a dataset of Forward reaction prediction with 1.9M reactions from USPTO patents (1976-2016). Predict the product of the given reaction. (1) The product is: [Cl:15][C:4]1[C:5]2[C:10](=[CH:9][CH:8]=[CH:7][CH:6]=2)[N:1]=[CH:2][N:3]=1. Given the reactants [N:1]1[C:10]2[C:5](=[CH:6][CH:7]=[CH:8][CH:9]=2)[C:4](=O)[NH:3][CH:2]=1.C(Cl)(=O)C([Cl:15])=O, predict the reaction product. (2) Given the reactants [Br:1][CH2:2][S:3]([C:5]1[CH:10]=[CH:9][C:8]([CH3:11])=[CH:7][CH:6]=1)=O.[CH3:12][C:13]1[CH:18]=[CH:17][C:16]([CH3:19])=[C:15]([CH3:20])[C:14]=1[CH3:21].FC(F)(F)S(OS(C(F)(F)F)(=O)=O)(=O)=O.[H+].[B-:38]([F:42])([F:41])([F:40])[F:39], predict the reaction product. The product is: [F:39][B-:38]([F:42])([F:41])[F:40].[Br:1][CH2:2][S+:3]([C:18]1[CH:17]=[C:16]([CH3:19])[C:15]([CH3:20])=[C:14]([CH3:21])[C:13]=1[CH3:12])[C:5]1[CH:10]=[CH:9][C:8]([CH3:11])=[CH:7][CH:6]=1. (3) Given the reactants [CH3:1][C:2]1[CH:7]=[CH:6][C:5]([B:8]([OH:10])[OH:9])=[CH:4][C:3]=1[N+:11]([O-])=O, predict the reaction product. The product is: [NH2:11][C:3]1[CH:4]=[C:5]([B:8]([OH:10])[OH:9])[CH:6]=[CH:7][C:2]=1[CH3:1]. (4) Given the reactants [NH2:1][C@H:2]1[CH2:6][CH2:5][N:4]([C:7]([C:9]2[CH:10]=[C:11]([CH:24]=[CH:25][C:26]=2[F:27])[CH2:12][C:13]2[C:22]3[C:17](=[CH:18][CH:19]=[CH:20][CH:21]=3)[C:16](=[O:23])[NH:15][N:14]=2)=[O:8])[CH2:3]1.[N:28]1[CH:33]=[CH:32][CH:31]=[CH:30][C:29]=1[CH:34]=O.C(O[BH-](OC(=O)C)OC(=O)C)(=O)C.[Na+], predict the reaction product. The product is: [F:27][C:26]1[CH:25]=[CH:24][C:11]([CH2:12][C:13]2[C:22]3[C:17](=[CH:18][CH:19]=[CH:20][CH:21]=3)[C:16](=[O:23])[NH:15][N:14]=2)=[CH:10][C:9]=1[C:7]([N:4]1[CH2:5][CH2:6][C@H:2]([NH:1][CH2:34][C:29]2[CH:30]=[CH:31][CH:32]=[CH:33][N:28]=2)[CH2:3]1)=[O:8]. (5) Given the reactants CS(O[CH2:6][C:7]#[C:8][C:9]1[CH:14]=[C:13]([F:15])[CH:12]=[CH:11][C:10]=1[CH2:16][NH:17][C:18]([C:20]1[N:21]=[C:22]2[N:27]([C:28](=[O:38])[C:29]=1[O:30][CH2:31][C:32]1[CH:37]=[CH:36][CH:35]=[CH:34][CH:33]=1)[CH2:26][CH2:25][O:24][C:23]2([CH3:40])[CH3:39])=[O:19])(=O)=O.[CH3:41][NH:42][CH3:43], predict the reaction product. The product is: [CH3:41][N:42]([CH3:43])[CH2:6][C:7]#[C:8][C:9]1[CH:14]=[C:13]([F:15])[CH:12]=[CH:11][C:10]=1[CH2:16][NH:17][C:18]([C:20]1[N:21]=[C:22]2[N:27]([C:28](=[O:38])[C:29]=1[O:30][CH2:31][C:32]1[CH:37]=[CH:36][CH:35]=[CH:34][CH:33]=1)[CH2:26][CH2:25][O:24][C:23]2([CH3:39])[CH3:40])=[O:19]. (6) Given the reactants Br[CH2:2][CH2:3][C:4]1[CH:9]=[CH:8][C:7]([N+:10]([O-:12])=[O:11])=[CH:6][CH:5]=1.[C:13]([O-:16])(=[S:15])[CH3:14].[K+], predict the reaction product. The product is: [N+:10]([C:7]1[CH:8]=[CH:9][C:4]([CH2:3][CH2:2][S:15][C:13](=[O:16])[CH3:14])=[CH:5][CH:6]=1)([O-:12])=[O:11]. (7) Given the reactants [F:1][C:2]1[CH:3]=[C:4]([CH:13]=[CH:14][CH:15]=1)[O:5][C:6]1[CH:7]=[C:8]([CH:11]=O)[S:9][CH:10]=1.[NH3:16].CO, predict the reaction product. The product is: [F:1][C:2]1[CH:3]=[C:4]([CH:13]=[CH:14][CH:15]=1)[O:5][C:6]1[CH:7]=[C:8]([CH2:11][NH2:16])[S:9][CH:10]=1. (8) Given the reactants Br[C:2]1[CH:3]=[C:4]2[C:9](=[CH:10][CH:11]=1)[NH:8][C:7](=[O:12])[CH2:6][CH2:5]2.C([Li])CCC.[C:18](=[O:20])=[O:19], predict the reaction product. The product is: [O:12]=[C:7]1[CH2:6][CH2:5][C:4]2[C:9](=[CH:10][CH:11]=[C:2]([C:18]([OH:20])=[O:19])[CH:3]=2)[NH:8]1. (9) Given the reactants [Br:1][C:2]1[CH:3]=[C:4]([CH:9]=[C:10](/[CH:13]=C/COC)[C:11]=1[CH3:12])[C:5]([O:7][CH3:8])=[O:6].[O:18]=[O+][O-].C1(P(C2C=CC=CC=2)C2C=CC=CC=2)C=CC=CC=1, predict the reaction product. The product is: [Br:1][C:2]1[CH:3]=[C:4]([CH:9]=[C:10]([CH:13]=[O:18])[C:11]=1[CH3:12])[C:5]([O:7][CH3:8])=[O:6].